From a dataset of Experimentally validated miRNA-target interactions with 360,000+ pairs, plus equal number of negative samples. Binary Classification. Given a miRNA mature sequence and a target amino acid sequence, predict their likelihood of interaction. (1) The miRNA is mmu-miR-574-5p with sequence UGAGUGUGUGUGUGUGAGUGUGU. The protein sequence of the target gene is MEMSAQRLASNRTSPQSPSNSDYTWEYEYYEIGPVSFEGLKAHKYSIVIGFWVGLAVFVIFMFFVLTLLTKTGAPHQDNAESSERRFRMNSFVSDFGKPLESDKVFSRQGNEESRSLFHCYINEVEHLDRVKVCHQTTAIDSDVHLQEASRSSGRPEEELARFMKFDIPNFVNTEQSSFGEDDLLISEAPVLLENKPVSQTSRIDLD. Result: 1 (interaction). (2) The miRNA is hsa-miR-3184-5p with sequence UGAGGGGCCUCAGACCGAGCUUUU. The protein sequence of the target gene is MSVHYTLNLRVFWPLVTGLCTALVCLYHVLRGSGGARAEPADGVDGGFPLLKVAVLLLLSYVLLRCRHAVRQRFLPGSPRLEGHAAFSSRHFREPGLSILLESYYEHEVRLSPHVLGHSKAHVSRIVGELVRAGRARGSPGLIPGGALALAFRGDFIQVGSAYEQHKIRRPDSFDVLVPLRLPPLVALEPRSLGEEPALAPAFRGCFLCALKAPPSPSGASGGHWLRDCKPFADAFCVDVRGRRHLSATLVLRWFQSHLQRSLATVRYSLEGRCRVTLTPGGLEQPPTLHILPCRTDYGC.... Result: 1 (interaction). (3) The miRNA is rno-miR-30a-3p with sequence CUUUCAGUCGGAUGUUUGCAGC. The protein sequence of the target gene is MGELRFKHLFWGSFVESGGTFQTVLIFLLIPCSLTVDYRAAPILSNTTFLWIWNVPTERCVGNVNDPIDLSFFSLIGSPRKTATGQPVTLFYVDRLGLYPHIDANQAEHYGGIPQRGDYQAHLRKAKTDIEHYIPDDKLGLAIIDWEEWRPTWLRNWKPKDNYRNKSIELVQSTNPGLSITEATQKAIQQFEEAGRKFMEGTLHLGKFLRPNQLWGYYLFPDCYNNKFQDPKYDGQCPAVEKKRNDNLKWLWKASTGLYPSVYLKKDLKSNRQATLYVRYRVVEAIRVSKVGNASDPVPI.... Result: 0 (no interaction). (4) The miRNA is mmu-miR-205-5p with sequence UCCUUCAUUCCACCGGAGUCUG. The protein sequence of the target gene is MASAAVESFVTKQLDLLELERDAEVEERRSWQENISLKELQSRGVCLLKLQVSSQRTGLYGRLLVTFEPRRYGSAAALPSNSFTSGDIVGLYDAANEGSQLATGILTRVTQKSVTVAFDESHDFQLSLDRENSYRLLKLANDVTYRRLKKALIALKKYHSGPASSLIEVLFGRSAPSPASEIHPLTFFNTCLDTSQKEAVLFALSQKELAIIHGPPGTGKTTTVVEIILQAVKQGLKVLCCAPSNIAVDNLVERLALCKQRILRLGHPARLLESIQQHSLDAVLARSDSAQIVADIRKDI.... Result: 0 (no interaction). (5) The protein sequence of the target gene is MKAVSPVRPSGRKAPSGCGGGELALRCLAEHGHSLGGSAAAAAAAAAARCKAAEAAADEPALCLQCDMNDCYSRLRRLVPTIPPNKKVSKVEILQHVIDYILDLQLALETHPALLRQPPPPAPPHHPAGTCPAAPPRTPLTALNTDPAGAVNKQGDSILCR. The miRNA is hsa-miR-548bb-3p with sequence CAAAAACCAUAGUUACUUUUGC. Result: 1 (interaction). (6) The miRNA is hsa-miR-3190-5p with sequence UCUGGCCAGCUACGUCCCCA. The protein sequence of the target gene is MQNDAGEFVDLYVPRKCSASNRIIGAKDHASIQMNVAEVDKVTGRFNGQFKTYAICGAIRRMGESDDSILRLAKADGIVSKNF. Result: 1 (interaction). (7) The miRNA is hsa-miR-210-3p with sequence CUGUGCGUGUGACAGCGGCUGA. The protein sequence of the target gene is MAAAPLLLLLLLVPVPLLPLLAQGPGGALGNRHAVYWNSSNQHLRREGYTVQVNVNDYLDIYCPHYNSSGVGPGAGPGPGGGAEQYVLYMVSRNGYRTCNASQGFKRWECNRPHAPHSPIKFSEKFQRYSAFSLGYEFHAGHEYYYISTPTHNLHWKCLRMKVFVCCASTSHSGEKPVPTLPQFTMGPNVKINVLEDFEGENPQVPKLEKSISGTSPKREHLPLAVGIAFFLMTFLAS. Result: 1 (interaction). (8) The miRNA is hsa-miR-548d-5p with sequence AAAAGUAAUUGUGGUUUUUGCC. The protein sequence of the target gene is MADFDDRVSDEEKVRIAAKFITHAPPGEFNEVFNDVRLLLNNDNLLREGAAHAFAQYNMDQFTPVKIEGYEDQVLITEHGDLGNSRFLDPRNKISFKFDHLRKEASDPQPEEADGGLKSWRESCDSALRAYVKDHYSNGFCTVYAKTIDGQQTIIACIESHQFQPKNFWNGRWRSEWKFTITPPTAQVVGVLKIQVHYYEDGNVQLVSHKDVQDSLTVSNEAQTAKEFIKIIENAENEYQTAISENYQTMSDTTFKALRRQLPVTRTKIDWNKILSYKIGKEMQNA. Result: 1 (interaction).